This data is from HIV replication inhibition screening data with 41,000+ compounds from the AIDS Antiviral Screen. The task is: Binary Classification. Given a drug SMILES string, predict its activity (active/inactive) in a high-throughput screening assay against a specified biological target. (1) The compound is O=C(c1ccccc1)C1C(=O)c2ccccc2C1=O. The result is 0 (inactive). (2) The molecule is C=C(C)C(C(=O)OC)N1C(=O)c2ccccc2C1=O. The result is 0 (inactive). (3) The molecule is Nc1nc(O)c2ncn(C3C=CC(O)CC3)c2n1. The result is 0 (inactive). (4) The compound is O=C1CN=C(c2ccccc2)c2cc(Cl)ccc2N1. The result is 0 (inactive). (5) The molecule is CCCCCCCCCCCCCCCCCCSCC(COP(=O)(O)OP(=O)(O)OCC1OC(n2ccc(=O)[nH]c2=O)CC1N=[N+]=[N-])OC(=O)CCCCCCCCCCCCCCC.[NaH]. The result is 1 (active). (6) The compound is Cn1c(=O)n(C2(C)CSC2)c2ccccc21. The result is 0 (inactive).